Dataset: Reaction yield outcomes from USPTO patents with 853,638 reactions. Task: Predict the reaction yield, written as a fraction of the theoretical maximum amount of product (1.0 means a 100% yield; for example, 0.34 means a 34% yield). (1) The reactants are [C:1](OC(C)C)(=O)[CH3:2].[Na+].[Br-].[C:10]([O-:13])([OH:12])=O.[Na+].[C:15]([O:19][C:20](=[O:38])[NH:21][C@@H:22]([CH2:36]O)[CH2:23][C:24]1[CH:29]=[CH:28][C:27]([C:30]2[CH:35]=[CH:34][CH:33]=[CH:32][CH:31]=2)=[CH:26][CH:25]=1)([CH3:18])([CH3:17])[CH3:16].[O-]Cl.[Na+].S([O-])([O-])(=O)=S.[Na+].[Na+]. The catalyst is CC1(C)N([O])C(C)(C)CCC1.O.C(O)(=O)C. The product is [C:27]1([C:30]2[CH:35]=[CH:34][CH:33]=[CH:32][CH:31]=2)[CH:28]=[CH:29][C:24]([CH2:23][C@@H:22]([NH:21][C:20]([O:19][C:15]([CH3:18])([CH3:17])[CH3:16])=[O:38])[CH:36]=[C:1]([CH3:2])[C:10]([OH:13])=[O:12])=[CH:25][CH:26]=1. The yield is 0.911. (2) The reactants are [CH3:1][O:2][C:3]1[CH:8]=[CH:7][C:6]([NH:9][C:10](=[O:12])[CH3:11])=[CH:5][C:4]=1[C:13]1[N:14]([CH3:18])[N:15]=[CH:16][CH:17]=1.[Br:19]N1C(=O)CCC1=O.O. The catalyst is CN(C)C(=O)C. The product is [Br:19][C:17]1[CH:16]=[N:15][N:14]([CH3:18])[C:13]=1[C:4]1[CH:5]=[C:6]([NH:9][C:10](=[O:12])[CH3:11])[CH:7]=[CH:8][C:3]=1[O:2][CH3:1]. The yield is 0.961. (3) The reactants are [CH2:1]1[C@@H:6]2[CH2:7][CH2:8][CH2:9][N:5]2[CH2:4][C@@H:3]([CH2:10][OH:11])[O:2]1.C(N(CC)CC)C.[CH3:19][S:20](Cl)(=[O:22])=[O:21]. The catalyst is ClCCl. The product is [CH3:19][S:20]([O:11][CH2:10][C@H:3]1[O:2][CH2:1][C@@H:6]2[CH2:7][CH2:8][CH2:9][N:5]2[CH2:4]1)(=[O:22])=[O:21]. The yield is 0.800. (4) The reactants are [NH2:1][C:2]([NH2:4])=[NH:3].[CH3:5][C:6]1[CH:15]=[C:14]([N:16]2[CH:20]=[CH:19][CH:18]=[CH:17]2)[C:13]([S:21]([CH3:24])(=[O:23])=[O:22])=[CH:12][C:7]=1[C:8](OC)=[O:9].O. The catalyst is CO. The product is [NH2:3][C:2]([NH2:4])=[N:1][C:8](=[O:9])[C:7]1[CH:12]=[C:13]([S:21]([CH3:24])(=[O:23])=[O:22])[C:14]([N:16]2[CH:20]=[CH:19][CH:18]=[CH:17]2)=[CH:15][C:6]=1[CH3:5]. The yield is 0.660. (5) The reactants are [CH2:1]([O:3][C:4]1[CH:13]=[C:12]2[C:7]([C:8](=O)[NH:9][CH:10]=[N:11]2)=[CH:6][C:5]=1[O:15][CH3:16])[CH3:2].O=P(Cl)(Cl)[Cl:19]. The catalyst is C1(C)C=CC=CC=1. The product is [Cl:19][C:8]1[C:7]2[C:12](=[CH:13][C:4]([O:3][CH2:1][CH3:2])=[C:5]([O:15][CH3:16])[CH:6]=2)[N:11]=[CH:10][N:9]=1. The yield is 0.960. (6) The reactants are Cl.Cl.[NH:3]1[CH2:6][CH:5]([C:7]2[C:8]([O:28][CH3:29])=[C:9]([CH:15]([N:17]3[C:21]4=[N:22][CH:23]=[N:24][C:25]([NH2:26])=[C:20]4[C:19]([CH3:27])=[N:18]3)[CH3:16])[CH:10]=[C:11]([Cl:14])[C:12]=2[CH3:13])[CH2:4]1.FC(F)(F)S(O[CH2:36][C:37]([F:40])([F:39])[F:38])(=O)=O.C(N(CC)CC)C. The product is [Cl:14][C:11]1[C:12]([CH3:13])=[C:7]([CH:5]2[CH2:4][N:3]([CH2:36][C:37]([F:40])([F:39])[F:38])[CH2:6]2)[C:8]([O:28][CH3:29])=[C:9]([CH:15]([N:17]2[C:21]3=[N:22][CH:23]=[N:24][C:25]([NH2:26])=[C:20]3[C:19]([CH3:27])=[N:18]2)[CH3:16])[CH:10]=1. The yield is 0.390. The catalyst is C(Cl)Cl. (7) The reactants are [Si]([O:8][C:9]1[C:14]([Cl:15])=[CH:13][C:12]([CH:16]([O:18][Si:19]([C:22]([CH3:25])([CH3:24])[CH3:23])([CH3:21])[CH3:20])[CH3:17])=[CH:11][C:10]=1[Cl:26])(C(C)(C)C)(C)C.CCOCC. The catalyst is CN(C=O)C.O. The product is [Si:19]([O:18][CH:16]([C:12]1[CH:13]=[C:14]([Cl:15])[C:9]([OH:8])=[C:10]([Cl:26])[CH:11]=1)[CH3:17])([C:22]([CH3:25])([CH3:23])[CH3:24])([CH3:21])[CH3:20]. The yield is 0.880. (8) The reactants are [ClH:1].[CH2:2]1[C:10]2[C:5](=[CH:6][CH:7]=[CH:8][CH:9]=2)[CH2:4][CH:3]1[NH2:11].Cl.[N:13]1([C:18](=N)[NH2:19])C=CC=N1.C(N(C(C)C)CC)(C)C. The catalyst is C(#N)C. The product is [ClH:1].[CH2:2]1[C:10]2[C:5](=[CH:6][CH:7]=[CH:8][CH:9]=2)[CH2:4][CH:3]1[NH:11][C:18]([NH2:19])=[NH:13]. The yield is 0.870. (9) The reactants are [N:1]1[CH:6]=[C:5]([NH2:7])[CH:4]=[CH:3][C:2]=1[NH2:8].O[CH2:10][CH:11]([CH2:13]O)O.[N+](C1C=C(S([O-])(=O)=O)C=CC=1)([O-])=O.[Na+].S(=O)(=O)(O)O.[OH-].[Na+]. The catalyst is O. The product is [N:1]1[C:6]2[C:5](=[N:7][CH:10]=[CH:11][CH:13]=2)[CH:4]=[CH:3][C:2]=1[NH2:8]. The yield is 0.410. (10) The reactants are [Br:1][C:2]1[CH:3]=[C:4]([N+:15]([O-:17])=[O:16])[CH:5]=[C:6]2[C:11]=1[N:10]=[CH:9][C:8]([C:12]#[N:13])=[C:7]2Cl.[CH:18]1([NH2:23])[CH2:22][CH2:21][CH2:20][CH2:19]1. The product is [Br:1][C:2]1[CH:3]=[C:4]([N+:15]([O-:17])=[O:16])[CH:5]=[C:6]2[C:11]=1[N:10]=[CH:9][C:8]([C:12]#[N:13])=[C:7]2[NH:23][CH:18]1[CH2:22][CH2:21][CH2:20][CH2:19]1. No catalyst specified. The yield is 0.350.